From a dataset of Catalyst prediction with 721,799 reactions and 888 catalyst types from USPTO. Predict which catalyst facilitates the given reaction. (1) Reactant: [N:1]([C:4]1[CH:5]=[C:6]([CH:19]=[CH:20][CH:21]=1)[O:7][C:8]1[CH:13]=[CH:12][C:11]([CH2:14][C:15]([O:17][CH3:18])=[O:16])=[CH:10][CH:9]=1)=[C:2]=[S:3].O.[NH2:23][NH2:24]. Product: [NH:23]([C:2]([NH:1][C:4]1[CH:5]=[C:6]([CH:19]=[CH:20][CH:21]=1)[O:7][C:8]1[CH:9]=[CH:10][C:11]([CH2:14][C:15]([O:17][CH3:18])=[O:16])=[CH:12][CH:13]=1)=[S:3])[NH2:24]. The catalyst class is: 11. (2) Reactant: [CH3:1][O:2][C:3]1[CH:25]=[CH:24][C:6]([O:7][C:8]2[CH:14]=[C:13]([O:15][C:16]3[CH:21]=[CH:20][C:19]([O:22][CH3:23])=[CH:18][CH:17]=3)[CH:12]=[CH:11][C:9]=2[NH2:10])=[CH:5][CH:4]=1.[C:26]([N:33]1[CH2:39][CH2:38][CH2:37][C@H:34]1[CH:35]=O)([O:28][C:29]([CH3:32])([CH3:31])[CH3:30])=[O:27].CC(O)=O.[BH-](OC(C)=O)(OC(C)=O)OC(C)=O.[Na+]. Product: [C:29]([O:28][C:26]([N:33]1[CH2:39][CH2:38][CH2:37][C@H:34]1[CH2:35][NH:10][C:9]1[CH:11]=[CH:12][C:13]([O:15][C:16]2[CH:21]=[CH:20][C:19]([O:22][CH3:23])=[CH:18][CH:17]=2)=[CH:14][C:8]=1[O:7][C:6]1[CH:24]=[CH:25][C:3]([O:2][CH3:1])=[CH:4][CH:5]=1)=[O:27])([CH3:32])([CH3:30])[CH3:31]. The catalyst class is: 26. (3) Reactant: [F:1][C:2]1[CH:7]=[C:6]([N:8]2[CH2:13][CH2:12][NH:11][CH2:10][CH2:9]2)[CH:5]=[CH:4][C:3]=1[NH:14][C:15]([C:17]1[N:18]=[C:19]([C:26]2[CH:31]=[CH:30][CH:29]=[CH:28][CH:27]=2)[O:20][C:21]=1[C:22]([F:25])([F:24])[F:23])=[O:16].C1(C2OC(C(F)(F)F)=C(C(O)=O)N=2)C=CC=CC=1.NC1C=CC(N2CCNCC2)=CC=1F.[CH2:64]([O:71][C:72]([C@H:74]1[CH2:78][CH2:77][CH2:76][C@@H:75]1[C:79](O)=[O:80])=[O:73])[C:65]1[CH:70]=[CH:69][CH:68]=[CH:67][CH:66]=1.ON1C2C=CC=CC=2N=N1.Cl.C(N=C=NCCCN(C)C)C.C(N(CC)C(C)C)(C)C. Product: [CH2:64]([O:71][C:72]([C@H:74]1[CH2:78][CH2:77][CH2:76][C@@H:75]1[C:79]([N:11]1[CH2:10][CH2:9][N:8]([C:6]2[CH:5]=[CH:4][C:3]([NH:14][C:15]([C:17]3[N:18]=[C:19]([C:26]4[CH:27]=[CH:28][CH:29]=[CH:30][CH:31]=4)[O:20][C:21]=3[C:22]([F:25])([F:24])[F:23])=[O:16])=[C:2]([F:1])[CH:7]=2)[CH2:13][CH2:12]1)=[O:80])=[O:73])[C:65]1[CH:70]=[CH:69][CH:68]=[CH:67][CH:66]=1. The catalyst class is: 4. (4) Reactant: [Cl:1][C:2]1[CH:3]=[C:4]([C:12]2[N:16]=[C:15]([C:17]3[CH:22]=[CH:21][C:20]([C:23]([NH:26][CH2:27][CH2:28][C:29]([OH:31])=[O:30])([CH3:25])[CH3:24])=[CH:19][CH:18]=3)[O:14][N:13]=2)[CH:5]=[CH:6][C:7]=1[O:8][CH:9]([CH3:11])[CH3:10]. Product: [CH2:7]([OH:8])[CH2:2][CH3:3].[Cl:1][C:2]1[CH:3]=[C:4]([C:12]2[N:16]=[C:15]([C:17]3[CH:22]=[CH:21][C:20]([C:23]([NH:26][CH2:27][CH2:28][C:29]([OH:31])=[O:30])([CH3:25])[CH3:24])=[CH:19][CH:18]=3)[O:14][N:13]=2)[CH:5]=[CH:6][C:7]=1[O:8][CH:9]([CH3:11])[CH3:10]. The catalyst class is: 259. (5) Reactant: [Br:1][C:2]1[CH:3]=[C:4]2[C:9](=[CH:10][CH:11]=1)[C:8]([CH2:12][N:13]1[C:19]3[CH:20]=[CH:21][CH:22]=[CH:23][C:18]=3[N:17]([C:24](=[O:73])[C:25]3[CH:30]=[CH:29][CH:28]=[C:27]([C:31]([N:33]4[C:39]5[CH:40]=[CH:41][CH:42]=[CH:43][C:38]=5[N:37]([CH2:44][C:45]5[C:54]6[C:49](=[CH:50][C:51]([Br:55])=[CH:52][CH:53]=6)[CH:48]=[CH:47][C:46]=5[O:56][CH3:57])[C:36](=[O:58])[C@@H:35]([NH:59][C:60](=[O:72])[C@@H:61]([N:63](C(OC(C)(C)C)=O)[CH3:64])[CH3:62])[CH2:34]4)=[O:32])[CH:26]=3)[CH2:16][C@H:15]([NH:74][C:75](=[O:87])[C@@H:76]([N:78](C)[C:79](=O)OC(C)(C)C)[CH3:77])[C:14]1=[O:88])=[C:7]([O:89][CH3:90])[CH:6]=[CH:5]2.[ClH:91]. Product: [ClH:91].[ClH:91].[Br:55][C:51]1[CH:50]=[C:49]2[C:54](=[CH:53][CH:52]=1)[C:45]([CH2:44][N:37]1[C:38]3[CH:43]=[CH:42][CH:41]=[CH:40][C:39]=3[N:33]([C:31](=[O:32])[C:27]3[CH:28]=[CH:29][CH:30]=[C:25]([C:24]([N:17]4[C:18]5[CH:23]=[CH:22][CH:21]=[CH:20][C:19]=5[N:13]([CH2:12][C:8]5[C:9]6[C:4](=[CH:3][C:2]([Br:1])=[CH:11][CH:10]=6)[CH:5]=[CH:6][C:7]=5[O:89][CH3:90])[C:14](=[O:88])[C@@H:15]([NH:74][C:75](=[O:87])[C@@H:76]([NH:78][CH3:79])[CH3:77])[CH2:16]4)=[O:73])[CH:26]=3)[CH2:34][C@H:35]([NH:59][C:60](=[O:72])[C@@H:61]([NH:63][CH3:64])[CH3:62])[C:36]1=[O:58])=[C:46]([O:56][CH3:57])[CH:47]=[CH:48]2. The catalyst class is: 12. (6) Reactant: [Cl:1][C:2]1[C:3]([N+:16]([O-])=O)=[CH:4][C:5]2[C:6](=[O:15])[C:7]3[N:8]([CH2:11][CH2:12][CH2:13][N:14]=3)[C:9]=2[CH:10]=1.O.O.Cl[Sn]Cl.CN(C=O)C. Product: [NH2:16][C:3]1[C:2]([Cl:1])=[CH:10][C:9]2[N:8]3[CH2:11][CH2:12][CH2:13][N:14]=[C:7]3[C:6](=[O:15])[C:5]=2[CH:4]=1. The catalyst class is: 25. (7) Reactant: [CH3:1][S:2]([C:5]1[CH:10]=[CH:9][C:8]([CH:11]([CH2:15][CH:16]2[CH2:21][CH2:20][CH2:19][CH2:18][O:17]2)[C:12]([OH:14])=O)=[CH:7][CH:6]=1)(=[O:4])=[O:3].F[P-](F)(F)(F)(F)F.N1(O[P+](N(C)C)(N(C)C)N(C)C)C2C=CC=CC=2N=N1.[NH2:49][C:50]1[S:51][CH:52]=[CH:53][N:54]=1.C(N(CC)CC)C. Product: [CH3:1][S:2]([C:5]1[CH:6]=[CH:7][C:8]([CH:11]([CH2:15][CH:16]2[CH2:21][CH2:20][CH2:19][CH2:18][O:17]2)[C:12]([NH:49][C:50]2[S:51][CH:52]=[CH:53][N:54]=2)=[O:14])=[CH:9][CH:10]=1)(=[O:3])=[O:4]. The catalyst class is: 34. (8) Reactant: [Cl:1][C:2]1[CH:7]=[C:6]2[NH:8][C:9](=[O:32])[C:10]3([CH:15]([C:16]4[CH:21]=[C:20]([F:22])[CH:19]=[CH:18][C:17]=4[CH3:23])[CH2:14][C:13](=[O:24])[NH:12][CH:11]3[C:25]3[CH:30]=[CH:29][CH:28]=[C:27]([Cl:31])[CH:26]=3)[C:5]2=[CH:4][CH:3]=1.[CH3:33][O:34][CH:35]([Si:37]([CH3:40])([CH3:39])[CH3:38])[CH3:36].[H-].[Li+].[Cl:43][CH2:44][CH2:45][CH2:46]Br.O. Product: [Cl:1][C:2]1[CH:7]=[C:6]2[NH:8][C:9](=[O:32])[C:10]3([CH:15]([C:16]4[CH:21]=[C:20]([F:22])[CH:19]=[CH:18][C:17]=4[CH3:23])[CH2:14][C:13](=[O:24])[N:12]([CH2:46][CH2:45][CH2:44][Cl:43])[CH:11]3[C:25]3[CH:30]=[CH:29][CH:28]=[C:27]([Cl:31])[CH:26]=3)[C:5]2=[CH:4][CH:3]=1.[CH3:33][O:34][CH:35]([Si:37]([CH3:40])([CH3:39])[CH3:38])[CH3:36]. The catalyst class is: 9. (9) Reactant: [Br:1][C:2]1[N:3]=[C:4]2[CH:10]=[CH:9][NH:8][C:5]2=[N:6][CH:7]=1.[H-].[Na+].[C:13]1([S:19](Cl)(=[O:21])=[O:20])[CH:18]=[CH:17][CH:16]=[CH:15][CH:14]=1. Product: [Br:1][C:2]1[N:3]=[C:4]2[CH:10]=[CH:9][N:8]([S:19]([C:13]3[CH:18]=[CH:17][CH:16]=[CH:15][CH:14]=3)(=[O:21])=[O:20])[C:5]2=[N:6][CH:7]=1. The catalyst class is: 7. (10) Reactant: [C:1]([O:5][C:6]([N:8]1[CH2:13][CH2:12][CH2:11][CH2:10][C@@H:9]1[C@@H:14]([OH:38])[C@@H:15]([N:23](CC1C=CC=CC=1)CC1C=CC=CC=1)[CH2:16][C:17]1[CH:22]=[CH:21][CH:20]=[CH:19][CH:18]=1)=[O:7])([CH3:4])([CH3:3])[CH3:2].[H][H]. Product: [C:1]([O:5][C:6]([N:8]1[CH2:13][CH2:12][CH2:11][CH2:10][C@@H:9]1[C@@H:14]([OH:38])[C@@H:15]([NH2:23])[CH2:16][C:17]1[CH:18]=[CH:19][CH:20]=[CH:21][CH:22]=1)=[O:7])([CH3:4])([CH3:2])[CH3:3]. The catalyst class is: 563.